This data is from Catalyst prediction with 721,799 reactions and 888 catalyst types from USPTO. The task is: Predict which catalyst facilitates the given reaction. (1) Reactant: [C:1](O)(=O)[CH2:2][C:3]([OH:5])=[O:4].N1[CH2:13][CH2:12][CH2:11][CH2:10][CH2:9]1.C1(C=O)CCCC1.Cl. Product: [CH:9]1(/[CH:1]=[CH:2]/[C:3]([OH:5])=[O:4])[CH2:13][CH2:12][CH2:11][CH2:10]1. The catalyst class is: 17. (2) Product: [F:1][C:2]1[CH:3]=[CH:4][C:5]([C:8]2[N:12]=[C:11]([CH:13]3[CH2:18][CH2:17][N:16]([C:42](=[O:43])[CH2:41][C:36]4[CH:37]=[CH:38][CH:39]=[CH:40][C:35]=4[O:34][CH3:33])[CH2:15][CH2:14]3)[N:10]([C:19]3[N:20]=[CH:21][CH:22]=[CH:23][N:24]=3)[N:9]=2)=[CH:6][CH:7]=1. The catalyst class is: 3. Reactant: [F:1][C:2]1[CH:7]=[CH:6][C:5]([C:8]2[N:12]=[C:11]([CH:13]3[CH2:18][CH2:17][NH:16][CH2:15][CH2:14]3)[N:10]([C:19]3[N:24]=[CH:23][CH:22]=[CH:21][N:20]=3)[N:9]=2)=[CH:4][CH:3]=1.Cl.C(N(CC)CC)C.[CH3:33][O:34][C:35]1[CH:40]=[CH:39][CH:38]=[CH:37][C:36]=1[CH2:41][C:42](O)=[O:43].CN(C(ON1N=NC2C=CC=NC1=2)=[N+](C)C)C.F[P-](F)(F)(F)(F)F. (3) Reactant: [F:1][C:2]([F:7])([F:6])[C:3]([OH:5])=[O:4].[C:8]([C:10]1[CH:11]=[C:12]([C:20]2[O:24][N:23]=[C:22]([C:25]3[CH:43]=[CH:42][C:28]4[CH2:29][CH2:30][N:31]([CH2:34][C:35]([O:37]C(C)(C)C)=[O:36])[CH2:32][CH2:33][C:27]=4[CH:26]=3)[N:21]=2)[CH:13]=[CH:14][C:15]=1[O:16][CH:17]([CH3:19])[CH3:18])#[N:9]. Product: [F:1][C:2]([F:7])([F:6])[C:3]([OH:5])=[O:4].[C:8]([C:10]1[CH:11]=[C:12]([C:20]2[O:24][N:23]=[C:22]([C:25]3[CH:43]=[CH:42][C:28]4[CH2:29][CH2:30][N:31]([CH2:34][C:35]([OH:37])=[O:36])[CH2:32][CH2:33][C:27]=4[CH:26]=3)[N:21]=2)[CH:13]=[CH:14][C:15]=1[O:16][CH:17]([CH3:19])[CH3:18])#[N:9]. The catalyst class is: 2. (4) Reactant: C([O:8][C:9](=[O:24])[C:10]1[CH:15]=[CH:14][C:13]([CH:16]([P:18]([O:22][CH3:23])([O:20][CH3:21])=[O:19])[F:17])=[CH:12][CH:11]=1)C1C=CC=CC=1. Product: [CH3:21][O:20][P:18]([CH:16]([F:17])[C:13]1[CH:14]=[CH:15][C:10]([C:9]([OH:24])=[O:8])=[CH:11][CH:12]=1)([O:22][CH3:23])=[O:19]. The catalyst class is: 19. (5) Reactant: Cl[C:2]1[CH:14]=[C:13]([F:15])[CH:12]=[CH:11][C:3]=1[NH:4][C:5]1[CH:10]=[CH:9][CH:8]=[CH:7][CH:6]=1.C(P(C(C)(C)C)C(C)(C)C)(C)(C)C.CC(C)([O-])C.[Na+]. Product: [F:15][C:13]1[CH:14]=[CH:2][C:3]2[NH:4][C:5]3[C:10]([C:11]=2[CH:12]=1)=[CH:9][CH:8]=[CH:7][CH:6]=3. The catalyst class is: 584. (6) Reactant: N[C:2]1[C:7]([I:8])=[CH:6][C:5]([Br:9])=[CH:4][N:3]=1.N([O-])=[O:11].[Na+].[OH-].[Na+]. Product: [Br:9][C:5]1[CH:6]=[C:7]([I:8])[C:2](=[O:11])[NH:3][CH:4]=1. The catalyst class is: 65. (7) Reactant: C[O:2][C:3]([C@H:5]1[CH2:10][CH2:9][C@H:8]([CH2:11][N:12]2[CH2:18][CH2:17][C:16]3[CH:19]=[CH:20][CH:21]=[CH:22][C:15]=3[NH:14][C:13]2=[O:23])[CH2:7][CH2:6]1)=[O:4].[Li+].[OH-].Cl. Product: [O:23]=[C:13]1[NH:14][C:15]2[CH:22]=[CH:21][CH:20]=[CH:19][C:16]=2[CH2:17][CH2:18][N:12]1[CH2:11][C@H:8]1[CH2:9][CH2:10][C@H:5]([C:3]([OH:4])=[O:2])[CH2:6][CH2:7]1. The catalyst class is: 12.